Dataset: Full USPTO retrosynthesis dataset with 1.9M reactions from patents (1976-2016). Task: Predict the reactants needed to synthesize the given product. (1) Given the product [C:1]([O:5][C:6]([NH:8][CH:9]([C:11]1[NH:12][C:13]([C:21]2[CH:30]=[CH:29][CH:28]=[C:27]3[C:22]=2[N:23]=[C:24]([NH:32][CH2:33][CH:34]([F:35])[F:36])[C:25]([CH3:31])=[N:26]3)=[CH:14][C:15]=1[C:16]([O:18][CH2:19][CH3:20])=[O:17])[CH3:10])=[O:7])([CH3:2])([CH3:4])[CH3:3], predict the reactants needed to synthesize it. The reactants are: [C:1]([O:5][C:6]([NH:8][CH:9]([C:11]1[NH:12][C:13]([C:21]2[CH:30]=[CH:29][CH:28]=[C:27]3[C:22]=2[N:23]=[C:24]([NH:32][CH2:33][C:34](F)([F:36])[F:35])[C:25]([CH3:31])=[N:26]3)=[CH:14][C:15]=1[C:16]([O:18][CH2:19][CH3:20])=[O:17])[CH3:10])=[O:7])([CH3:4])([CH3:3])[CH3:2].BrCC(C1C=CC=C2C=1N=C(NCC(F)F)C(C)=N2)=O.C(OC(N[C@H](C)C(=O)CC(OCC)=O)=O)(C)(C)C.C([O-])([O-])=O.[K+].[K+]. (2) Given the product [N:29]1([CH2:28][C@:9]2([C:3]3[CH:4]=[CH:5][C:6]([Cl:8])=[CH:7][C:2]=3[Cl:1])[O:13][C@H:12]([CH2:14][O:15][C:16]3[CH:17]=[CH:18][C:19]([N:22]4[CH2:23][CH2:24][N:25]([C:36]([N:35]([CH3:39])[CH3:34])=[O:37])[CH2:26][CH2:27]4)=[CH:20][CH:21]=3)[CH2:11][O:10]2)[CH:33]=[CH:32][N:31]=[CH:30]1, predict the reactants needed to synthesize it. The reactants are: [Cl:1][C:2]1[CH:7]=[C:6]([Cl:8])[CH:5]=[CH:4][C:3]=1[C@@:9]1([CH2:28][N:29]2[CH:33]=[CH:32][N:31]=[CH:30]2)[O:13][C@H:12]([CH2:14][O:15][C:16]2[CH:21]=[CH:20][C:19]([N:22]3[CH2:27][CH2:26][NH:25][CH2:24][CH2:23]3)=[CH:18][CH:17]=2)[CH2:11][O:10]1.[CH3:34][N:35]([CH3:39])[C:36](Cl)=[O:37]. (3) The reactants are: COC1N=C(OC)N=C(O[C:12]([C:14]2[C:23]3[C:18](=[CH:19][C:20]([OH:24])=[CH:21][CH:22]=3)[CH:17]=[CH:16][CH:15]=2)=[O:13])N=1.[F:25][C:26]([F:35])([F:34])[C:27]1[CH:28]=[C:29]([NH2:33])[CH:30]=[CH:31][CH:32]=1.C(OCC)(=O)C. Given the product [F:25][C:26]([F:34])([F:35])[C:27]1[CH:28]=[C:29]([NH:33][C:12]([C:14]2[C:23]3[C:18](=[CH:19][C:20]([OH:24])=[CH:21][CH:22]=3)[CH:17]=[CH:16][CH:15]=2)=[O:13])[CH:30]=[CH:31][CH:32]=1, predict the reactants needed to synthesize it. (4) Given the product [F:1][C:2]1[CH:3]=[CH:4][C:5]([C:8]2[N:12]=[C:11]([C:13]3[CH:18]=[CH:17][CH:16]=[C:15]([C:26]4[CH:27]=[N:28][CH:29]=[CH:30][CH:31]=4)[CH:14]=3)[O:10][N:9]=2)=[N:6][CH:7]=1, predict the reactants needed to synthesize it. The reactants are: [F:1][C:2]1[CH:3]=[CH:4][C:5]([C:8]2[N:12]=[C:11]([C:13]3[CH:18]=[CH:17][CH:16]=[C:15](Br)[CH:14]=3)[O:10][N:9]=2)=[N:6][CH:7]=1.B1([C:26]2[CH:31]=[CH:30][CH:29]=[N:28][CH:27]=2)OCCCO1.COCCOC.C(=O)([O-])[O-].[Na+].[Na+]. (5) Given the product [ClH:17].[Cl:17][C:13]1[CH:14]=[C:15]2[C:10](=[CH:11][C:12]=1[O:18][CH3:19])[CH2:9][NH:8][CH2:16]2, predict the reactants needed to synthesize it. The reactants are: C(OC([N:8]1[CH2:16][C:15]2[C:10](=[CH:11][C:12]([O:18][CH3:19])=[C:13]([Cl:17])[CH:14]=2)[CH2:9]1)=O)(C)(C)C.Cl. (6) Given the product [C:3]([C:5]1[CH:6]=[C:7]([NH:11][C:12]2[C:21]3[C:16](=[CH:17][C:18]([O:25][CH3:26])=[C:19]([NH2:22])[CH:20]=3)[N:15]=[CH:14][N:13]=2)[CH:8]=[CH:9][CH:10]=1)#[CH:4], predict the reactants needed to synthesize it. The reactants are: Cl.O.[C:3]([C:5]1[CH:6]=[C:7]([NH:11][C:12]2[C:21]3[C:16](=[CH:17][C:18]([O:25][CH3:26])=[C:19]([N+:22]([O-])=O)[CH:20]=3)[N:15]=[CH:14][N:13]=2)[CH:8]=[CH:9][CH:10]=1)#[CH:4].[OH-].[Na+]. (7) Given the product [S:17]1[CH:21]=[CH:20][C:19]([C:2]2[CH:3]=[N:4][CH:5]=[CH:6][C:7]=2[N:8]2[CH2:13][CH2:12][CH:11]([C:14]([NH2:16])=[O:15])[CH2:10][CH2:9]2)=[CH:18]1, predict the reactants needed to synthesize it. The reactants are: Br[C:2]1[CH:3]=[N:4][CH:5]=[CH:6][C:7]=1[N:8]1[CH2:13][CH2:12][CH:11]([C:14]([NH2:16])=[O:15])[CH2:10][CH2:9]1.[S:17]1[CH:21]=[CH:20][C:19](B(O)O)=[CH:18]1.C(=O)([O-])[O-].[Na+].[Na+].